This data is from Catalyst prediction with 721,799 reactions and 888 catalyst types from USPTO. The task is: Predict which catalyst facilitates the given reaction. (1) The catalyst class is: 184. Reactant: Br[C:2]1[C:3]([NH:9][CH:10]2[CH2:14][CH2:13][CH2:12][CH2:11]2)=[N:4][C:5]([NH2:8])=[N:6][CH:7]=1.[Cl:15][C:16]1[CH:17]=[N:18][CH:19]=[CH:20][C:21]=1B(O)O.C(=O)([O-])[O-].[Na+].[Na+]. Product: [Cl:15][C:16]1[CH:17]=[N:18][CH:19]=[CH:20][C:21]=1[C:2]1[C:3]([NH:9][CH:10]2[CH2:14][CH2:13][CH2:12][CH2:11]2)=[N:4][C:5]([NH2:8])=[N:6][CH:7]=1. (2) Reactant: [CH2:1]([NH:8][C:9]1[CH:14]=[C:13]([F:15])[CH:12]=[CH:11][C:10]=1[N+:16]([O-])=O)[C:2]1[CH:7]=[CH:6][CH:5]=[CH:4][CH:3]=1.[Cl-].[NH4+]. Product: [CH2:1]([NH:8][C:9]1[C:10]([NH2:16])=[CH:11][CH:12]=[C:13]([F:15])[CH:14]=1)[C:2]1[CH:3]=[CH:4][CH:5]=[CH:6][CH:7]=1. The catalyst class is: 406. (3) Reactant: C(N(CC)CC)C.Cl.[Br:9][C:10]1[CH:22]=[CH:21][C:20]([O:23][CH:24]([CH3:26])[CH3:25])=[CH:19][C:11]=1[CH2:12][CH:13]1[CH2:18][CH2:17][NH:16][CH2:15][CH2:14]1.[NH:27]1[C:36]2[C:31](=[CH:32][CH:33]=[CH:34][CH:35]=2)[CH2:30][CH2:29][CH:28]1[C:37](O)=[O:38].ON1C2C=CC=CC=2N=N1.Cl.C(N=C=NCCCN(C)C)C. Product: [Br:9][C:10]1[CH:22]=[CH:21][C:20]([O:23][CH:24]([CH3:26])[CH3:25])=[CH:19][C:11]=1[CH2:12][CH:13]1[CH2:14][CH2:15][N:16]([C:37]([CH:28]2[CH2:29][CH2:30][C:31]3[C:36](=[CH:35][CH:34]=[CH:33][CH:32]=3)[NH:27]2)=[O:38])[CH2:17][CH2:18]1. The catalyst class is: 35. (4) Reactant: [F:1][C:2]([F:13])([F:12])[C:3]1[NH:4][C:5]2[CH:11]=[CH:10][CH:9]=[CH:8][C:6]=2[N:7]=1.Cl[CH2:15][C:16](=[O:18])[CH3:17].C(=O)([O-])[O-].[K+].[K+].[I-].[K+]. Product: [F:13][C:2]([F:1])([F:12])[C:3]1[N:4]([CH2:15][C:16](=[O:18])[CH3:17])[C:5]2[CH:11]=[CH:10][CH:9]=[CH:8][C:6]=2[N:7]=1. The catalyst class is: 21. (5) Reactant: [H-].[Al+3].[Li+].[H-].[H-].[H-].[Cl:7][C:8]1[CH:13]=[CH:12][C:11]([C:14]2([CH:18]3[C:30]4[N:29]([CH2:31][C:32]#[N:33])[C:28]5[C:23](=[CH:24][CH:25]=[CH:26][CH:27]=5)[C:22]=4[CH2:21][CH2:20][N:19]3[C:34]([O:36][C:37]([CH3:40])([CH3:39])[CH3:38])=[O:35])[CH2:17][CH2:16][CH2:15]2)=[CH:10][CH:9]=1.[OH-].[Na+]. Product: [NH2:33][CH2:32][CH2:31][N:29]1[C:30]2[CH:18]([C:14]3([C:11]4[CH:10]=[CH:9][C:8]([Cl:7])=[CH:13][CH:12]=4)[CH2:15][CH2:16][CH2:17]3)[N:19]([C:34]([O:36][C:37]([CH3:40])([CH3:39])[CH3:38])=[O:35])[CH2:20][CH2:21][C:22]=2[C:23]2[C:28]1=[CH:27][CH:26]=[CH:25][CH:24]=2. The catalyst class is: 27.